Predict the reactants needed to synthesize the given product. From a dataset of Full USPTO retrosynthesis dataset with 1.9M reactions from patents (1976-2016). (1) Given the product [F:1][C:2]1[CH:3]=[CH:4][C:5]([CH2:8][CH2:9][CH2:10][CH2:11][C:12]([NH:15][C@@H:16]2[C@H:20]3[O:21][CH2:22][C@H:23]([NH:24][C:25]([CH:27]4[CH2:28][CH2:29]4)=[O:26])[C@H:19]3[O:18][CH2:17]2)=[O:14])=[CH:6][CH:7]=1, predict the reactants needed to synthesize it. The reactants are: [F:1][C:2]1[CH:7]=[CH:6][C:5]([CH2:8][CH2:9][CH2:10][CH2:11][C:12]([OH:14])=O)=[CH:4][CH:3]=1.[NH2:15][C@@H:16]1[C@H:20]2[O:21][CH2:22][C@H:23]([NH:24][C:25]([CH:27]3[CH2:29][CH2:28]3)=[O:26])[C@H:19]2[O:18][CH2:17]1. (2) Given the product [CH3:1][O:2][C:3](=[O:16])[CH2:4][N:5]1[C:13]2[C:8](=[CH:9][C:10]([F:14])=[CH:11][CH:12]=2)[C:7]([CH2:33][C:32]2[C:27]([S:24]([C:21]3[CH:22]=[CH:23][C:18]([Cl:17])=[CH:19][CH:20]=3)(=[O:26])=[O:25])=[N:28][CH:29]=[CH:30][CH:31]=2)=[C:6]1[CH3:15], predict the reactants needed to synthesize it. The reactants are: [CH3:1][O:2][C:3](=[O:16])[CH2:4][N:5]1[C:13]2[C:8](=[CH:9][C:10]([F:14])=[CH:11][CH:12]=2)[CH:7]=[C:6]1[CH3:15].[Cl:17][C:18]1[CH:23]=[CH:22][C:21]([S:24]([C:27]2[C:32]([CH:33]=O)=[CH:31][CH:30]=[CH:29][N:28]=2)(=[O:26])=[O:25])=[CH:20][CH:19]=1.